This data is from Forward reaction prediction with 1.9M reactions from USPTO patents (1976-2016). The task is: Predict the product of the given reaction. Given the reactants [C:1]1([C:7]2[C:12]([C:13]#[N:14])=[CH:11]C=CN=2)[CH:6]=[CH:5][CH:4]=[CH:3][CH:2]=1.C([N:17](CC)CC)C.[CH2:22](O)[CH3:23], predict the reaction product. The product is: [C:1]1([C:7]2[CH:23]=[CH:22][N:14]=[CH:13][C:12]=2[C:11]#[N:17])[CH:2]=[CH:3][CH:4]=[CH:5][CH:6]=1.